This data is from NCI-60 drug combinations with 297,098 pairs across 59 cell lines. The task is: Regression. Given two drug SMILES strings and cell line genomic features, predict the synergy score measuring deviation from expected non-interaction effect. Drug 1: CN(C)N=NC1=C(NC=N1)C(=O)N. Drug 2: CC1C(C(CC(O1)OC2CC(CC3=C2C(=C4C(=C3O)C(=O)C5=C(C4=O)C(=CC=C5)OC)O)(C(=O)CO)O)N)O.Cl. Cell line: MDA-MB-435. Synergy scores: CSS=49.3, Synergy_ZIP=-2.36, Synergy_Bliss=0.0207, Synergy_Loewe=-8.98, Synergy_HSA=1.85.